From a dataset of Peptide-MHC class I binding affinity with 185,985 pairs from IEDB/IMGT. Regression. Given a peptide amino acid sequence and an MHC pseudo amino acid sequence, predict their binding affinity value. This is MHC class I binding data. The peptide sequence is EVMRGKFGK. The MHC is HLA-A68:01 with pseudo-sequence HLA-A68:01. The binding affinity (normalized) is 0.628.